From a dataset of Peptide-MHC class II binding affinity with 134,281 pairs from IEDB. Regression. Given a peptide amino acid sequence and an MHC pseudo amino acid sequence, predict their binding affinity value. This is MHC class II binding data. (1) The peptide sequence is RDQRAASRVRARPSS. The MHC is H-2-IAd with pseudo-sequence H-2-IAd. The binding affinity (normalized) is 0.693. (2) The peptide sequence is KIERWFVRNPFFAVT. The MHC is DRB3_0101 with pseudo-sequence DRB3_0101. The binding affinity (normalized) is 0.642. (3) The peptide sequence is VLALGNQEGSLKTAL. The MHC is DRB1_1301 with pseudo-sequence DRB1_1301. The binding affinity (normalized) is 0.323. (4) The peptide sequence is IKHIYAISSAALSAS. The MHC is HLA-DQA10301-DQB10302 with pseudo-sequence HLA-DQA10301-DQB10302. The binding affinity (normalized) is 0.348. (5) The peptide sequence is SQDLEDSWNLNGLQAY. The MHC is HLA-DQA10301-DQB10302 with pseudo-sequence HLA-DQA10301-DQB10302. The binding affinity (normalized) is 0.433. (6) The peptide sequence is CGYLMFLGGVKPTHI. The MHC is DRB1_0801 with pseudo-sequence DRB1_0801. The binding affinity (normalized) is 0.582. (7) The peptide sequence is KGSNDHYLALLVKYA. The MHC is HLA-DQA10102-DQB10602 with pseudo-sequence HLA-DQA10102-DQB10602. The binding affinity (normalized) is 0.370.